This data is from Peptide-MHC class I binding affinity with 185,985 pairs from IEDB/IMGT. The task is: Regression. Given a peptide amino acid sequence and an MHC pseudo amino acid sequence, predict their binding affinity value. This is MHC class I binding data. (1) The binding affinity (normalized) is 0.107. The peptide sequence is LEFFLMVLL. The MHC is HLA-B44:03 with pseudo-sequence HLA-B44:03. (2) The peptide sequence is LIDGRTSFY. The MHC is HLA-A80:01 with pseudo-sequence HLA-A80:01. The binding affinity (normalized) is 0.750. (3) The peptide sequence is LILNFLDWIK. The MHC is HLA-A31:01 with pseudo-sequence HLA-A31:01. The binding affinity (normalized) is 0.529. (4) The MHC is Mamu-A02 with pseudo-sequence Mamu-A02. The binding affinity (normalized) is 0.634. The peptide sequence is LTFGRETVLEY. (5) The peptide sequence is FAAPHRGVA. The MHC is HLA-B46:01 with pseudo-sequence HLA-B46:01. The binding affinity (normalized) is 0.0847.